Dataset: Forward reaction prediction with 1.9M reactions from USPTO patents (1976-2016). Task: Predict the product of the given reaction. (1) Given the reactants [Cl:1][C:2]1[N:11]=[C:10](Cl)[C:9]2[C:4](=[CH:5][CH:6]=[CH:7][CH:8]=2)[N:3]=1.[NH:13]1[CH2:18][CH2:17][O:16][CH2:15][CH2:14]1, predict the reaction product. The product is: [Cl:1][C:2]1[N:11]=[C:10]([N:13]2[CH2:18][CH2:17][O:16][CH2:15][CH2:14]2)[C:9]2[C:4](=[CH:5][CH:6]=[CH:7][CH:8]=2)[N:3]=1. (2) Given the reactants [N+:1]([C:4]1[CH:12]=[CH:11][CH:10]=[C:9]2[C:5]=1[CH:6]=[N:7][NH:8]2)([O-:3])=[O:2].[H-].[Na+].[CH3:15]I, predict the reaction product. The product is: [CH3:15][N:8]1[C:9]2[C:5](=[C:4]([N+:1]([O-:3])=[O:2])[CH:12]=[CH:11][CH:10]=2)[CH:6]=[N:7]1. (3) Given the reactants [N+:1]([C:4]1[CH:18]=[CH:17][C:7]([CH2:8]P(=O)(OCC)OCC)=[CH:6][CH:5]=1)([O-:3])=[O:2].[CH3:19][O:20][C:21]1[CH:28]=[CH:27][C:24]([CH:25]=O)=[CH:23][CH:22]=1, predict the reaction product. The product is: [CH3:19][O:20][C:21]1[CH:28]=[CH:27][C:24](/[CH:25]=[CH:8]/[C:7]2[CH:6]=[CH:5][C:4]([N+:1]([O-:3])=[O:2])=[CH:18][CH:17]=2)=[CH:23][CH:22]=1. (4) Given the reactants [CH2:1](Br)[C:2]1[CH:7]=[CH:6][CH:5]=[CH:4][CH:3]=1.[C:9]([O:13][C:14]([NH:16][C@@H:17]([C:28]([OH:30])=[O:29])[CH2:18][C:19]1[CH:24]=[CH:23][C:22]([OH:25])=[C:21]([O:26][CH3:27])[CH:20]=1)=[O:15])([CH3:12])([CH3:11])[CH3:10].C(N(CC)C(C)C)(C)C, predict the reaction product. The product is: [CH2:1]([O:30][C:28](=[O:29])[C@H:17]([NH:16][C:14]([O:13][C:9]([CH3:11])([CH3:10])[CH3:12])=[O:15])[CH2:18][C:19]1[CH:24]=[CH:23][C:22]([OH:25])=[C:21]([O:26][CH3:27])[CH:20]=1)[C:2]1[CH:7]=[CH:6][CH:5]=[CH:4][CH:3]=1.